This data is from Full USPTO retrosynthesis dataset with 1.9M reactions from patents (1976-2016). The task is: Predict the reactants needed to synthesize the given product. (1) Given the product [C:6]([O:10][C:11]([N:13]1[CH2:14][CH:15]([C:17]([N:2]2[CH2:5][CH2:4][CH2:3]2)=[O:19])[CH2:16]1)=[O:12])([CH3:7])([CH3:8])[CH3:9], predict the reactants needed to synthesize it. The reactants are: Cl.[NH:2]1[CH2:5][CH2:4][CH2:3]1.[C:6]([O:10][C:11]([N:13]1[CH2:16][CH:15]([C:17]([OH:19])=O)[CH2:14]1)=[O:12])([CH3:9])([CH3:8])[CH3:7].CN(C(ON1N=NC2C=CC=NC1=2)=[N+](C)C)C.F[P-](F)(F)(F)(F)F.CCN(C(C)C)C(C)C. (2) Given the product [S:1]1[C:5]([C@:6]([C@@H:8]2[CH2:13][CH2:12][CH2:11][N:10]([C:14]([O:16][C:17]([CH3:20])([CH3:19])[CH3:18])=[O:15])[CH2:9]2)([OH:7])[CH2:30][CH2:29][CH2:28][CH2:27][O:26][CH3:25])=[CH:4][C:3]2[CH:21]=[CH:22][CH:23]=[CH:24][C:2]1=2, predict the reactants needed to synthesize it. The reactants are: [S:1]1[C:5]([C:6]([C@@H:8]2[CH2:13][CH2:12][CH2:11][N:10]([C:14]([O:16][C:17]([CH3:20])([CH3:19])[CH3:18])=[O:15])[CH2:9]2)=[O:7])=[CH:4][C:3]2[CH:21]=[CH:22][CH:23]=[CH:24][C:2]1=2.[CH3:25][O:26][CH2:27][CH2:28][CH2:29][CH2:30][Mg]Cl.[NH4+].[Cl-]. (3) Given the product [CH3:16][O:7][C:6](=[O:8])[C:5]1[CH:9]=[CH:10][C:2]([I:1])=[C:3]([CH3:11])[CH:4]=1, predict the reactants needed to synthesize it. The reactants are: [I:1][C:2]1[CH:10]=[CH:9][C:5]([C:6]([OH:8])=[O:7])=[CH:4][C:3]=1[CH3:11].S(Cl)(Cl)=O.[CH3:16]O. (4) Given the product [Cl:1][C:2]1[C:7]([F:8])=[CH:6][CH:5]=[C:4]([Cl:9])[C:3]=1[CH:10]([O:12][C:13]1[CH:14]=[C:15]([NH2:22])[C:16]([NH2:19])=[CH:17][CH:18]=1)[CH3:11], predict the reactants needed to synthesize it. The reactants are: [Cl:1][C:2]1[C:7]([F:8])=[CH:6][CH:5]=[C:4]([Cl:9])[C:3]=1[CH:10]([O:12][C:13]1[CH:18]=[CH:17][C:16]([N+:19]([O-])=O)=[C:15]([N+:22]([O-])=O)[CH:14]=1)[CH3:11].[H][H].